This data is from NCI-60 drug combinations with 297,098 pairs across 59 cell lines. The task is: Regression. Given two drug SMILES strings and cell line genomic features, predict the synergy score measuring deviation from expected non-interaction effect. (1) Drug 1: C1=CC(=C2C(=C1NCCNCCO)C(=O)C3=C(C=CC(=C3C2=O)O)O)NCCNCCO. Drug 2: CC1C(C(=O)NC(C(=O)N2CCCC2C(=O)N(CC(=O)N(C(C(=O)O1)C(C)C)C)C)C(C)C)NC(=O)C3=C4C(=C(C=C3)C)OC5=C(C(=O)C(=C(C5=N4)C(=O)NC6C(OC(=O)C(N(C(=O)CN(C(=O)C7CCCN7C(=O)C(NC6=O)C(C)C)C)C)C(C)C)C)N)C. Cell line: SK-MEL-5. Synergy scores: CSS=20.4, Synergy_ZIP=-5.32, Synergy_Bliss=1.81, Synergy_Loewe=-0.505, Synergy_HSA=1.01. (2) Drug 1: C1C(C(OC1N2C=C(C(=O)NC2=O)F)CO)O. Drug 2: C(CC(=O)O)C(=O)CN.Cl. Cell line: SN12C. Synergy scores: CSS=11.5, Synergy_ZIP=-3.83, Synergy_Bliss=1.30, Synergy_Loewe=-5.30, Synergy_HSA=2.23.